From a dataset of Forward reaction prediction with 1.9M reactions from USPTO patents (1976-2016). Predict the product of the given reaction. (1) The product is: [C:12]([O:11][C:9]([N:26]1[CH2:25][C@@H:24]([NH:28][C:29]([O:30][CH2:31][CH2:32][CH3:38])=[O:37])[C@H:23]([C:19]2[CH:20]=[CH:21][CH:22]=[C:17]([F:16])[CH:18]=2)[CH2:27]1)=[O:10])([CH3:13])([CH3:14])[CH3:15]. Given the reactants [C:9](O[C:9]([O:11][C:12]([CH3:15])([CH3:14])[CH3:13])=[O:10])([O:11][C:12]([CH3:15])([CH3:14])[CH3:13])=[O:10].[F:16][C:17]1[CH:18]=[C:19]([C@@H:23]2[CH2:27][NH:26][CH2:25][C@H:24]2[NH:28][C:29](=[O:37])[O:30][CH2:31][CH2:32][Si](C)(C)C)[CH:20]=[CH:21][CH:22]=1.[CH3:38]CN(C(C)C)C(C)C, predict the reaction product. (2) Given the reactants C(O)(=O)C.[OH:5][C:6]1([C:25]2[CH:35]=[CH:34][C:28]([O:29][CH2:30][C:31](=O)[CH3:32])=[CH:27][CH:26]=2)[CH2:11][CH2:10][N:9]([C:12]2[CH:13]=[CH:14][C:15]3[N:16]([C:18]([C:21]([F:24])([F:23])[F:22])=[N:19][N:20]=3)[N:17]=2)[CH2:8][CH2:7]1.[C:36]([N:39]1[CH2:44][CH2:43][NH:42][CH2:41][CH2:40]1)(=[O:38])[CH3:37].[O-]S([O-])(=O)=O.[Mg+2].[Na], predict the reaction product. The product is: [C:36]([N:39]1[CH2:44][CH2:43][N:42]([CH:31]([CH3:32])[CH2:30][O:29][C:28]2[CH:27]=[CH:26][C:25]([C:6]3([OH:5])[CH2:11][CH2:10][N:9]([C:12]4[CH:13]=[CH:14][C:15]5[N:16]([C:18]([C:21]([F:23])([F:22])[F:24])=[N:19][N:20]=5)[N:17]=4)[CH2:8][CH2:7]3)=[CH:35][CH:34]=2)[CH2:41][CH2:40]1)(=[O:38])[CH3:37]. (3) Given the reactants [Cl:1][CH2:2][CH2:3][CH2:4][CH2:5][C:6]1([CH2:16][CH3:17])[C:14]2[C:9](=[CH:10][CH:11]=[CH:12][CH:13]=2)[NH:8][C:7]1=[O:15].[F:18][C:19]1[CH:20]=[C:21]([N:25]2[CH2:30][CH2:29][NH:28][CH2:27][CH2:26]2)[CH:22]=[CH:23][CH:24]=1, predict the reaction product. The product is: [ClH:1].[CH2:16]([C:6]1([CH2:5][CH2:4][CH2:3][CH2:2][N:28]2[CH2:27][CH2:26][N:25]([C:21]3[CH:22]=[CH:23][CH:24]=[C:19]([F:18])[CH:20]=3)[CH2:30][CH2:29]2)[C:14]2[C:9](=[CH:10][CH:11]=[CH:12][CH:13]=2)[NH:8][C:7]1=[O:15])[CH3:17]. (4) Given the reactants Cl[C:2]1[N:3]=[C:4]2[C:9](=[CH:10][CH:11]=1)[N:8]=[CH:7][C:6]1[CH:12]=[CH:13][C:14](=[O:26])[N:15]([C:16]3[CH:21]=[CH:20][CH:19]=[C:18]([C:22]([F:25])([F:24])[F:23])[CH:17]=3)[C:5]2=1.CC1(C)C(C)(C)OB([C:35]2[S:39][CH:38]=[N:37][CH:36]=2)O1.CC1(C)C(C)(C)OB(C2C=CC(N)=NC=2)O1, predict the reaction product. The product is: [S:39]1[C:35]([C:2]2[N:3]=[C:4]3[C:9](=[CH:10][CH:11]=2)[N:8]=[CH:7][C:6]2[CH:12]=[CH:13][C:14](=[O:26])[N:15]([C:16]4[CH:21]=[CH:20][CH:19]=[C:18]([C:22]([F:25])([F:24])[F:23])[CH:17]=4)[C:5]3=2)=[CH:36][N:37]=[CH:38]1. (5) Given the reactants [Al+3].[Cl-].[Cl-].[Cl-].[F:5][C:6]1[CH:18]=[CH:17][CH:16]=[CH:15][C:7]=1[O:8][CH2:9][CH2:10][C:11]([CH3:14])(O)[CH3:12], predict the reaction product. The product is: [F:5][C:6]1[CH:18]=[CH:17][CH:16]=[C:15]2[C:7]=1[O:8][CH2:9][CH2:10][C:11]2([CH3:14])[CH3:12]. (6) Given the reactants [C:1]([OH:6])(=[O:5])[C:2]([OH:4])=[O:3].C(O)C.[CH2:10]([O:17][CH2:18][C@@H:19]1[CH2:28][N:27]2[C@H:22]([CH2:23][O:24][CH2:25][CH2:26]2)[CH2:21][NH:20]1)[C:11]1[CH:16]=[CH:15][CH:14]=[CH:13][CH:12]=1, predict the reaction product. The product is: [C:1]([OH:6])(=[O:5])[C:2]([OH:4])=[O:3].[C:1]([OH:6])(=[O:5])[C:2]([OH:4])=[O:3].[CH2:10]([O:17][CH2:18][C@@H:19]1[CH2:28][N:27]2[C@H:22]([CH2:23][O:24][CH2:25][CH2:26]2)[CH2:21][NH:20]1)[C:11]1[CH:16]=[CH:15][CH:14]=[CH:13][CH:12]=1.